From a dataset of Full USPTO retrosynthesis dataset with 1.9M reactions from patents (1976-2016). Predict the reactants needed to synthesize the given product. (1) Given the product [CH2:25]([NH:32][C:33]1[N:42]=[C:41]([NH:16][C@@H:11]2[CH2:12][CH2:13][CH2:14][CH2:15][C@@H:10]2[NH:17][C:44]([O:47][C:7]([CH3:9])([CH3:18])[CH3:8])=[O:46])[CH:40]=[CH:39][C:34]=1[C:35]([O:37][CH3:38])=[O:36])[C:26]1[CH:31]=[CH:30][CH:29]=[CH:28][CH:27]=1, predict the reactants needed to synthesize it. The reactants are: C(N([CH:7]([CH3:9])[CH3:8])CC)(C)C.[C@@H:10]1([NH2:17])[CH2:15][CH2:14][CH2:13][CH2:12][C@@H:11]1[NH2:16].[CH3:18]N1CCCC1=O.[CH2:25]([NH:32][C:33]1[N:42]=[C:41](Cl)[CH:40]=[CH:39][C:34]=1[C:35]([O:37][CH3:38])=[O:36])[C:26]1[CH:31]=[CH:30][CH:29]=[CH:28][CH:27]=1.[C:44]([O:47]CC)(=[O:46])C. (2) Given the product [Br:1][C:2]1[C:10]([N+:11]([O-:13])=[O:12])=[CH:9][CH:8]=[CH:7][C:3]=1[C:4]([NH:18][C:14]([CH3:17])([CH3:16])[CH3:15])=[O:6], predict the reactants needed to synthesize it. The reactants are: [Br:1][C:2]1[C:10]([N+:11]([O-:13])=[O:12])=[CH:9][CH:8]=[CH:7][C:3]=1[C:4]([OH:6])=O.[C:14]([NH2:18])([CH3:17])([CH3:16])[CH3:15].CCN(C(C)C)C(C)C.C1CN([P+](ON2N=NC3C2=CC=CC=3)(N2CCCC2)N2CCCC2)CC1.F[P-](F)(F)(F)(F)F. (3) Given the product [CH3:29][C:27]([Si:30]([CH3:46])([CH3:45])[O:31][CH2:32][CH2:33][N:34]([CH2:2][C:3]1[N:7]([CH2:8][C@H:9]2[CH2:14][CH2:13][CH2:12][N:11]([C:15]([O:17][C:18]([CH3:21])([CH3:20])[CH3:19])=[O:16])[CH2:10]2)[C:6]2[CH:22]=[CH:23][CH:24]=[CH:25][C:5]=2[N:4]=1)[C@@H:35]1[C:44]2[N:43]=[CH:42][CH:41]=[CH:40][C:39]=2[CH2:38][CH2:37][CH2:36]1)([CH3:26])[CH3:28], predict the reactants needed to synthesize it. The reactants are: Cl[CH2:2][C:3]1[N:7]([CH2:8][C@H:9]2[CH2:14][CH2:13][CH2:12][N:11]([C:15]([O:17][C:18]([CH3:21])([CH3:20])[CH3:19])=[O:16])[CH2:10]2)[C:6]2[CH:22]=[CH:23][CH:24]=[CH:25][C:5]=2[N:4]=1.[CH3:26][C:27]([Si:30]([CH3:46])([CH3:45])[O:31][CH2:32][CH2:33][NH:34][C@@H:35]1[C:44]2[N:43]=[CH:42][CH:41]=[CH:40][C:39]=2[CH2:38][CH2:37][CH2:36]1)([CH3:29])[CH3:28].CN(CC1N(C[C@@H]2CCCN(C(OC(C)(C)C)=O)C2)C2C=CC=CC=2N=1)[C@@H]1C2N=CC=CC=2CCC1. (4) Given the product [S:20]1[CH:21]=[CH:22][C:18]([CH2:17][O:16][CH2:14][CH2:13][CH2:12][O:11][CH:5]2[CH2:10][CH2:9][CH2:8][CH2:7][O:6]2)=[CH:19]1, predict the reactants needed to synthesize it. The reactants are: C([C:5]1([O:11][CH2:12][CH2:13][CH2:14]Br)[CH2:10][CH2:9][CH2:8][CH2:7][O:6]1)(C)(C)C.[OH:16][CH2:17][C:18]1[CH:22]=[CH:21][S:20][CH:19]=1. (5) Given the product [Br:1][C:2]1[CH:10]=[CH:9][C:8]([Br:11])=[CH:7][C:3]=1[C:4]([Cl:14])=[O:5], predict the reactants needed to synthesize it. The reactants are: [Br:1][C:2]1[CH:10]=[CH:9][C:8]([Br:11])=[CH:7][C:3]=1[C:4](O)=[O:5].S(Cl)([Cl:14])=O. (6) Given the product [C:1]1([CH:7]([C:13]2[CH:18]=[CH:17][CH:16]=[CH:15][CH:14]=2)[S:8]([CH2:9][C:10]([NH2:12])=[O:11])=[O:20])[CH:2]=[CH:3][CH:4]=[CH:5][CH:6]=1, predict the reactants needed to synthesize it. The reactants are: [C:1]1([CH:7]([C:13]2[CH:18]=[CH:17][CH:16]=[CH:15][CH:14]=2)[S:8][CH2:9][C:10]([NH2:12])=[O:11])[CH:6]=[CH:5][CH:4]=[CH:3][CH:2]=1.N.[OH2:20]. (7) Given the product [CH3:25][S:24][C:22]1[S:23][C:19]2[CH:18]=[C:17]([CH2:16][N:9]3[CH:10]=[CH:11][N:12]=[C:7]([N:4]4[CH2:5][CH2:6][O:1][CH2:2][CH2:3]4)[CH2:8]3)[CH:27]=[CH:26][C:20]=2[N:21]=1, predict the reactants needed to synthesize it. The reactants are: [O:1]1[CH2:6][CH2:5][N:4]([C:7]2[CH:8]=[N:9][CH:10]=[CH:11][N:12]=2)[CH2:3][CH2:2]1.[H-].[Na+].Cl[CH2:16][C:17]1[CH:27]=[CH:26][C:20]2[N:21]=[C:22]([S:24][CH3:25])[S:23][C:19]=2[CH:18]=1.O. (8) The reactants are: Cl.[CH3:2][O:3][C:4]1[CH:5]=[C:6]([C:12]2[C:13]([CH3:25])([CH3:24])[C:14](=[O:23])[N:15]([CH:17]3[CH2:22][CH2:21][NH:20][CH2:19][CH2:18]3)[N:16]=2)[CH:7]=[CH:8][C:9]=1[O:10][CH3:11].C(=O)([O-])[O-].[K+].[K+].[Cl:32][CH2:33][C:34](Cl)=[O:35].C(O)(=O)C. Given the product [Cl:32][CH2:33][C:34]([N:20]1[CH2:21][CH2:22][CH:17]([N:15]2[C:14](=[O:23])[C:13]([CH3:25])([CH3:24])[C:12]([C:6]3[CH:7]=[CH:8][C:9]([O:10][CH3:11])=[C:4]([O:3][CH3:2])[CH:5]=3)=[N:16]2)[CH2:18][CH2:19]1)=[O:35], predict the reactants needed to synthesize it. (9) Given the product [CH2:1]([O:3][C:4](=[O:20])[C:5]([OH:19])([C:22]([F:24])([F:23])[F:21])[CH2:6][C:7]([C:10]1[C:18]2[O:17][CH2:16][O:15][C:14]=2[CH:13]=[CH:12][CH:11]=1)([CH3:9])[CH3:8])[CH3:2], predict the reactants needed to synthesize it. The reactants are: [CH2:1]([O:3][C:4](=[O:20])[C:5](=[O:19])[CH2:6][C:7]([C:10]1[C:18]2[O:17][CH2:16][O:15][C:14]=2[CH:13]=[CH:12][CH:11]=1)([CH3:9])[CH3:8])[CH3:2].[F:21][C:22]([Si](C)(C)C)([F:24])[F:23].[F-].C([N+](CCCC)(CCCC)CCCC)CCC.